Predict the product of the given reaction. From a dataset of Forward reaction prediction with 1.9M reactions from USPTO patents (1976-2016). (1) Given the reactants [Cl:1][C:2]1[CH:8]=[CH:7][C:5]([NH2:6])=[CH:4][C:3]=1[C:9]1[CH:14]=[CH:13][CH:12]=[CH:11][N:10]=1.[Cl:15][C:16]1[CH:24]=[C:23]([S:25]([CH2:28][CH:29]([OH:31])[CH3:30])(=[O:27])=[O:26])[CH:22]=[CH:21][C:17]=1[C:18](O)=[O:19], predict the reaction product. The product is: [Cl:15][C:16]1[CH:24]=[C:23]([S:25]([CH2:28][CH:29]([OH:31])[CH3:30])(=[O:26])=[O:27])[CH:22]=[CH:21][C:17]=1[C:18]([NH:6][C:5]1[CH:7]=[CH:8][C:2]([Cl:1])=[C:3]([C:9]2[CH:14]=[CH:13][CH:12]=[CH:11][N:10]=2)[CH:4]=1)=[O:19]. (2) Given the reactants [Cl:1][C:2]1[CH:7]=[CH:6][CH:5]=[C:4]([F:8])[C:3]=1[C:9]1[NH:10][C:11](=[O:22])[N:12]([C:14]2[CH:19]=[CH:18][C:17]([C:20]#[CH:21])=[CH:16][CH:15]=2)[N:13]=1.I[C:24]1[CH:25]=[N:26][C:27]([N:30]2[CH2:35][CH2:34][O:33][CH2:32][CH2:31]2)=[N:28][CH:29]=1.CCCC[N+](CCCC)(CCCC)CCCC.[F-], predict the reaction product. The product is: [Cl:1][C:2]1[CH:7]=[CH:6][CH:5]=[C:4]([F:8])[C:3]=1[C:9]1[NH:10][C:11](=[O:22])[N:12]([C:14]2[CH:19]=[CH:18][C:17]([C:20]#[C:21][C:24]3[CH:25]=[N:26][C:27]([N:30]4[CH2:35][CH2:34][O:33][CH2:32][CH2:31]4)=[N:28][CH:29]=3)=[CH:16][CH:15]=2)[N:13]=1. (3) Given the reactants C([O:5][C:6](=[O:21])[CH:7]=[CH:8][C:9]1[CH:20]=[N:19][C:12]2[NH:13][CH2:14][C:15](=[O:18])[NH:16][CH2:17][C:11]=2[CH:10]=1)(C)(C)C.C(Cl)Cl.C(O)(C(F)(F)F)=O, predict the reaction product. The product is: [O:18]=[C:15]1[CH2:14][NH:13][C:12]2[N:19]=[CH:20][C:9]([CH:8]=[CH:7][C:6]([OH:21])=[O:5])=[CH:10][C:11]=2[CH2:17][NH:16]1. (4) Given the reactants [CH:1]([N-]C(C)C)(C)C.[Li+].[Br:9][C:10]1[CH:15]=[CH:14][C:13]([CH2:16][C:17]([O:19][CH3:20])=[O:18])=[CH:12][CH:11]=1.IC, predict the reaction product. The product is: [Br:9][C:10]1[CH:11]=[CH:12][C:13]([CH:16]([CH3:1])[C:17]([O:19][CH3:20])=[O:18])=[CH:14][CH:15]=1. (5) Given the reactants [NH:1]1[CH:5]=[CH:4][CH:3]=[N:2]1.I[C:7]1[CH:17]=[CH:16][C:10]([C:11]([O:13][CH2:14][CH3:15])=[O:12])=[CH:9][CH:8]=1, predict the reaction product. The product is: [CH2:14]([O:13][C:11](=[O:12])[C:10]1[CH:16]=[CH:17][C:7]([N:1]2[CH:5]=[CH:4][CH:3]=[N:2]2)=[CH:8][CH:9]=1)[CH3:15]. (6) Given the reactants [H-].[H-].[H-].[H-].[Li+].[Al+3].[C:7]([O:11][C:12]([NH:14][C@@H:15]1[CH2:19][CH2:18][CH2:17][C@@H:16]1[C:20](OC)=[O:21])=[O:13])([CH3:10])([CH3:9])[CH3:8].O, predict the reaction product. The product is: [C:7]([O:11][C:12](=[O:13])[NH:14][C@@H:15]1[CH2:19][CH2:18][CH2:17][C@@H:16]1[CH2:20][OH:21])([CH3:10])([CH3:8])[CH3:9]. (7) Given the reactants [CH3:1][O:2][C:3]1[CH:21]=[C:20]2[C:6]([C:7](=[O:23])[C:8](=[O:22])[C:9]3[S:19][CH2:18][C:12]4([CH2:17][CH2:16][NH:15][CH2:14][CH2:13]4)[O:11][C:10]=32)=[CH:5][CH:4]=1.[C:24]([C:28]1[CH:38]=[CH:37][C:31]([O:32][CH2:33][C@@H:34]2[CH2:36][O:35]2)=[CH:30][CH:29]=1)([CH3:27])([CH3:26])[CH3:25], predict the reaction product. The product is: [C:24]([C:28]1[CH:38]=[CH:37][C:31]([O:32][CH2:33][C@@H:34]([OH:35])[CH2:36][N:15]2[CH2:16][CH2:17][C:12]3([O:11][C:10]4[C:20]5[C:6]([C:7](=[O:23])[C:8](=[O:22])[C:9]=4[S:19][CH2:18]3)=[CH:5][CH:4]=[C:3]([O:2][CH3:1])[CH:21]=5)[CH2:13][CH2:14]2)=[CH:30][CH:29]=1)([CH3:25])([CH3:26])[CH3:27].